Dataset: Full USPTO retrosynthesis dataset with 1.9M reactions from patents (1976-2016). Task: Predict the reactants needed to synthesize the given product. (1) Given the product [Br:1][C:2]1[N:7]=[C:6]([NH:8][C:20](=[O:21])[O:22][CH3:23])[CH:5]=[CH:4][C:3]=1[N+:9]([O-:11])=[O:10], predict the reactants needed to synthesize it. The reactants are: [Br:1][C:2]1[N:7]=[C:6]([NH2:8])[CH:5]=[CH:4][C:3]=1[N+:9]([O-:11])=[O:10].CCN(CC)CC.Cl[C:20]([O:22][CH3:23])=[O:21]. (2) Given the product [ClH:1].[Cl:8][C:6]1[N:5]=[CH:4][N:3]=[C:2]([NH:9][C:10]2[CH:15]=[CH:14][CH:13]=[CH:12][CH:11]=2)[CH:7]=1, predict the reactants needed to synthesize it. The reactants are: [Cl:1][C:2]1[CH:7]=[C:6]([Cl:8])[N:5]=[CH:4][N:3]=1.[NH2:9][C:10]1[CH:15]=[CH:14][CH:13]=[CH:12][CH:11]=1.Cl. (3) Given the product [NH:1]([C:8]1[C:16]2[C:15]([CH3:17])=[CH:14][C:13](=[O:18])[N:12]([C:19]3[CH:24]=[CH:23][CH:22]=[CH:21][CH:20]=3)[C:11]=2[S:10][C:34]=1[C:33]([NH2:36])=[O:35])[C:2]1[CH:7]=[CH:6][CH:5]=[CH:4][CH:3]=1, predict the reactants needed to synthesize it. The reactants are: [NH:1]([C:8]1[C:16]2[C:15]([CH3:17])=[CH:14][C:13](=[O:18])[N:12]([C:19]3[CH:24]=[CH:23][CH:22]=[CH:21][CH:20]=3)[C:11]=2[S:10]C=1C(OCC)=O)[C:2]1[CH:7]=[CH:6][CH:5]=[CH:4][CH:3]=1.C(O[CH:33]([OH:35])[CH3:34])C.[NH3:36]. (4) Given the product [CH3:1][C@H:2]([NH:7][C:8]([C:10]1[C:18]2[C:13](=[N:14][CH:15]=[C:16]([C:19]3[S:20][C:21]([C:24]([OH:36])=[O:25])=[CH:22][CH:23]=3)[N:17]=2)[N:12]([CH2:26][O:27][CH2:28][CH2:29][Si:30]([CH3:33])([CH3:31])[CH3:32])[CH:11]=1)=[O:9])[C:3]([CH3:6])([CH3:5])[CH3:4], predict the reactants needed to synthesize it. The reactants are: [CH3:1][C@H:2]([NH:7][C:8]([C:10]1[C:18]2[C:13](=[N:14][CH:15]=[C:16]([C:19]3[S:20][C:21]([CH:24]=[O:25])=[CH:22][CH:23]=3)[N:17]=2)[N:12]([CH2:26][O:27][CH2:28][CH2:29][Si:30]([CH3:33])([CH3:32])[CH3:31])[CH:11]=1)=[O:9])[C:3]([CH3:6])([CH3:5])[CH3:4].S(=O)(=O)([OH:36])N.Cl([O-])=O.[Na+].OP([O-])(O)=O.[K+]. (5) Given the product [Cl:1][C:2]1[CH:3]=[C:4]2[C:9](=[CH:10][CH:11]=1)[CH:8]=[C:7]([S:12]([N:15]1[CH2:20][CH2:19][N:18]([C:37](=[O:38])[C:36]3[CH:40]=[CH:41][C:33]([C:28]4[CH:29]=[CH:30][CH:31]=[CH:32][N:27]=4)=[CH:34][CH:35]=3)[CH:17]([CH2:21][C:22]([O:24][CH3:25])=[O:23])[CH2:16]1)(=[O:13])=[O:14])[CH:6]=[CH:5]2, predict the reactants needed to synthesize it. The reactants are: [Cl:1][C:2]1[CH:3]=[C:4]2[C:9](=[CH:10][CH:11]=1)[CH:8]=[C:7]([S:12]([N:15]1[CH2:20][CH2:19][NH:18][CH:17]([CH2:21][C:22]([O:24][CH3:25])=[O:23])[CH2:16]1)(=[O:14])=[O:13])[CH:6]=[CH:5]2.Cl.[N:27]1[CH:32]=[CH:31][CH:30]=[CH:29][C:28]=1[C:33]1[CH:41]=[CH:40][C:36]([C:37](O)=[O:38])=[CH:35][CH:34]=1. (6) The reactants are: C1(CN(C2C=C(OC)C=CC=2C2CCC3C(=CC=C(OC)C=3)C2)CCC2C=CC(O)=CC=2)CC1.Cl.ClCCN1CCCC1.[CH:44]1([CH2:47][N:48]([C:65]2[CH:70]=[C:69]([O:71]C)[CH:68]=[CH:67][C:66]=2[CH:73]2[CH2:82][CH2:81][C:80]3[C:75](=[CH:76][CH:77]=[C:78]([O:83]C)[CH:79]=3)[CH2:74]2)[CH2:49][CH2:50][C:51]2[CH:56]=[CH:55][C:54]([O:57][CH2:58][CH2:59][N:60]3[CH2:64][CH2:63][CH2:62][CH2:61]3)=[CH:53][CH:52]=2)[CH2:46][CH2:45]1. Given the product [CH:44]1([CH2:47][N:48]([CH2:49][CH2:50][C:51]2[CH:56]=[CH:55][C:54]([O:57][CH2:58][CH2:59][N:60]3[CH2:64][CH2:63][CH2:62][CH2:61]3)=[CH:53][CH:52]=2)[C:65]2[CH:70]=[C:69]([OH:71])[CH:68]=[CH:67][C:66]=2[CH:73]2[CH2:82][CH2:81][C:80]3[CH:79]=[C:78]([OH:83])[CH:77]=[CH:76][C:75]=3[CH2:74]2)[CH2:45][CH2:46]1, predict the reactants needed to synthesize it.